This data is from Forward reaction prediction with 1.9M reactions from USPTO patents (1976-2016). The task is: Predict the product of the given reaction. (1) Given the reactants [Br:1][C:2]1[CH:7]=[C:6]([Cl:8])[CH:5]=[CH:4][C:3]=1[CH3:9].CC(N=NC(C#N)(C)C)(C#N)C.C1C(=O)N([Br:29])C(=O)C1, predict the reaction product. The product is: [Br:1][C:2]1[CH:7]=[C:6]([Cl:8])[CH:5]=[CH:4][C:3]=1[CH2:9][Br:29]. (2) Given the reactants Br[C:2]1[CH:7]=[CH:6][C:5]([C:8]2[N:9]([CH2:17][C:18]3[CH:23]=[CH:22][CH:21]=[CH:20][C:19]=3[Cl:24])[CH:10]=[C:11]([C:13]([OH:16])([CH3:15])[CH3:14])[N:12]=2)=[CH:4][CH:3]=1.[CH3:25][S:26]([C:29]1[CH:30]=[C:31](B(O)O)[CH:32]=[CH:33][CH:34]=1)(=[O:28])=[O:27].C([O-])([O-])=O.[K+].[K+], predict the reaction product. The product is: [Cl:24][C:19]1[CH:20]=[CH:21][CH:22]=[CH:23][C:18]=1[CH2:17][N:9]1[CH:10]=[C:11]([C:13]([OH:16])([CH3:15])[CH3:14])[N:12]=[C:8]1[C:5]1[CH:6]=[CH:7][C:2]([C:33]2[CH:32]=[CH:31][CH:30]=[C:29]([S:26]([CH3:25])(=[O:28])=[O:27])[CH:34]=2)=[CH:3][CH:4]=1. (3) Given the reactants [Cl:1][C:2]1[CH:7]=[CH:6][C:5]([N:8]2[CH2:13][CH2:12][NH:11][CH2:10][CH2:9]2)=[CH:4][CH:3]=1.[O-]CC.[Na+].[CH3:18][O:19][C:20](=[O:24])[C:21]([CH3:23])=[CH2:22], predict the reaction product. The product is: [CH3:18][O:19][C:20](=[O:24])[CH:21]([CH3:23])[CH2:22][N:11]1[CH2:12][CH2:13][N:8]([C:5]2[CH:4]=[CH:3][C:2]([Cl:1])=[CH:7][CH:6]=2)[CH2:9][CH2:10]1. (4) Given the reactants [F:1][C:2]([F:24])([F:23])[C:3]1[CH:4]=[C:5]([C:13]2[N:17]=[CH:16][N:15](/[CH:18]=[CH:19]\[C:20]([OH:22])=O)[N:14]=2)[CH:6]=[C:7]([C:9]([F:12])([F:11])[F:10])[CH:8]=1.C[N:26]([C:28](=[O:36])[CH2:29][N:30]1[CH2:35][CH2:34][O:33][CH2:32][CH2:31]1)[NH2:27].[CH2:37](P1(=O)OP(CCC)(=O)OP(CCC)(=O)O1)CC.CCN(C(C)C)C(C)C, predict the reaction product. The product is: [F:11][C:9]([F:12])([F:10])[C:7]1[CH:6]=[C:5]([C:13]2[N:17]=[CH:16][N:15](/[CH:18]=[CH:19]\[C:20]([N:26]([C:28](=[O:36])[CH2:29][N:30]3[CH2:35][CH2:34][O:33][CH2:32][CH2:31]3)[NH:27][CH3:37])=[O:22])[N:14]=2)[CH:4]=[C:3]([C:2]([F:24])([F:23])[F:1])[CH:8]=1. (5) Given the reactants FC(F)(F)C(O)=O.[CH3:8][C:9]1[N:10]([NH2:20])[CH:11]=[C:12]([C:14]2[CH:15]=[N:16][N:17]([CH3:19])[CH:18]=2)[N:13]=1.C(O)(=O)C.[CH:25](N)=[NH:26], predict the reaction product. The product is: [CH3:8][C:9]1[N:10]([NH:20][CH:25]=[NH:26])[CH:11]=[C:12]([C:14]2[CH:15]=[N:16][N:17]([CH3:19])[CH:18]=2)[N:13]=1. (6) Given the reactants [Br:1][C:2]1[CH:3]=[C:4]([CH:7]=[CH:8][CH:9]=1)[CH:5]=O.[C:10]([C:13]1[CH:18]=[CH:17][CH:16]=[CH:15][CH:14]=1)(=O)[CH3:11].C[O-].[Na+].Cl.[C:23]([NH2:31])(=[NH:30])[C:24]1[CH:29]=[CH:28][CH:27]=[CH:26][CH:25]=1.[OH-].[Na+], predict the reaction product. The product is: [Br:1][C:2]1[CH:3]=[C:4]([C:5]2[CH:11]=[C:10]([C:13]3[CH:18]=[CH:17][CH:16]=[CH:15][CH:14]=3)[N:31]=[C:23]([C:24]3[CH:29]=[CH:28][CH:27]=[CH:26][CH:25]=3)[N:30]=2)[CH:7]=[CH:8][CH:9]=1. (7) Given the reactants [C:1]([O:5][C:6]([N:8]1[CH2:13][CH:12]=[C:11]([C:14]2[CH:19]=[CH:18][CH:17]=[C:16]([C:20]3[CH:29]=[CH:28][C:27]4[C:26]([CH3:31])([CH3:30])[CH2:25][CH2:24][C:23]([CH3:33])([CH3:32])[C:22]=4[CH:21]=3)[N:15]=2)[CH2:10][CH2:9]1)=[O:7])([CH3:4])([CH3:3])[CH3:2], predict the reaction product. The product is: [C:1]([O:5][C:6]([N:8]1[CH2:9][CH2:10][CH:11]([C:14]2[CH:19]=[CH:18][CH:17]=[C:16]([C:20]3[CH:29]=[CH:28][C:27]4[C:26]([CH3:31])([CH3:30])[CH2:25][CH2:24][C:23]([CH3:33])([CH3:32])[C:22]=4[CH:21]=3)[N:15]=2)[CH2:12][CH2:13]1)=[O:7])([CH3:4])([CH3:2])[CH3:3].